This data is from Reaction yield outcomes from USPTO patents with 853,638 reactions. The task is: Predict the reaction yield, written as a fraction of the theoretical maximum amount of product (1.0 means a 100% yield; for example, 0.34 means a 34% yield). (1) The reactants are Cl[C:2]1[C:3]([C:16]2[CH:21]=[CH:20][CH:19]=[CH:18][CH:17]=2)=[N:4][C:5]2[C:10]([N:11]=1)=[CH:9][C:8]([C:12]([O:14][CH3:15])=[O:13])=[CH:7][CH:6]=2.[CH3:22]C(C1C=C(C(C)C)C(C2C=CC=CC=2P(C2CCCCC2)C2CCCCC2)=C(C(C)C)C=1)C.[Al](C)(C)C. The catalyst is O1CCOCC1.C1C=CC(/C=C/C(/C=C/C2C=CC=CC=2)=O)=CC=1.C1C=CC(/C=C/C(/C=C/C2C=CC=CC=2)=O)=CC=1.C1C=CC(/C=C/C(/C=C/C2C=CC=CC=2)=O)=CC=1.[Pd].[Pd]. The product is [CH3:22][C:2]1[C:3]([C:16]2[CH:21]=[CH:20][CH:19]=[CH:18][CH:17]=2)=[N:4][C:5]2[C:10]([N:11]=1)=[CH:9][C:8]([C:12]([O:14][CH3:15])=[O:13])=[CH:7][CH:6]=2. The yield is 0.640. (2) The product is [Cl:9][CH2:10][C:11]([NH:5][C:4]1[CH:6]=[CH:7][CH:8]=[C:2]([CH3:1])[CH:3]=1)=[O:12]. The catalyst is [OH-].[Na+].ClCCl. The reactants are [CH3:1][C:2]1[CH:3]=[C:4]([CH:6]=[CH:7][CH:8]=1)[NH2:5].[Cl:9][CH2:10][C:11](Cl)=[O:12]. The yield is 0.760. (3) The reactants are Cl[CH2:2][CH2:3][C:4]([NH:6][C:7]1[CH:12]=[CH:11][C:10]([F:13])=[C:9]([CH3:14])[CH:8]=1)=[O:5].ClCCC(Cl)=O.C([O-])([O-])=O.[K+].[K+].[Al+3].[Cl-].[Cl-].[Cl-].Cl. The catalyst is CCOC(C)=O.CC#N. The product is [F:13][C:10]1[CH:11]=[C:12]2[C:7](=[CH:8][C:9]=1[CH3:14])[NH:6][C:4](=[O:5])[CH2:3][CH2:2]2.[F:13][C:10]1[C:9]([CH3:14])=[C:8]2[C:7](=[CH:12][CH:11]=1)[NH:6][C:4](=[O:5])[CH2:3][CH2:2]2. The yield is 0.140. (4) The reactants are Cl.O1CCOCC1.[Cl:8][C:9]1[CH:14]=[CH:13][C:12]([CH2:15][CH2:16][CH2:17][S:18][C:19]2[N:24]=[C:23]([NH:25][CH2:26][CH2:27][C:28]3[CH:33]=[CH:32][C:31]([OH:34])=[CH:30][CH:29]=3)[N:22]=[C:21]([N:35]3[CH2:40][CH2:39][N:38](C(OC(C)(C)C)=O)[CH2:37][CH2:36]3)[N:20]=2)=[CH:11][CH:10]=1. The catalyst is O1CCOCC1. The product is [Cl:8][C:9]1[CH:14]=[CH:13][C:12]([CH2:15][CH2:16][CH2:17][S:18][C:19]2[N:20]=[C:21]([N:35]3[CH2:36][CH2:37][NH:38][CH2:39][CH2:40]3)[N:22]=[C:23]([NH:25][CH2:26][CH2:27][C:28]3[CH:29]=[CH:30][C:31]([OH:34])=[CH:32][CH:33]=3)[N:24]=2)=[CH:11][CH:10]=1. The yield is 0.930.